Dataset: Forward reaction prediction with 1.9M reactions from USPTO patents (1976-2016). Task: Predict the product of the given reaction. (1) The product is: [Si:1]([O:8][CH2:9][C:10]1([CH3:38])[S:16][CH2:15][CH2:14][N:13]2[C:17]([C:20]3([C:23]4[CH:24]=[CH:25][C:26]([C:40]5[C:45]([CH3:46])=[CH:44][CH:43]=[CH:42][N:41]=5)=[CH:27][CH:28]=4)[CH2:22][CH2:21]3)=[N:18][N:19]=[C:12]2[CH2:11]1)([C:4]([CH3:7])([CH3:5])[CH3:6])([CH3:3])[CH3:2]. Given the reactants [Si:1]([O:8][CH2:9][C:10]1([CH3:38])[S:16][CH2:15][CH2:14][N:13]2[C:17]([C:20]3([C:23]4[CH:28]=[CH:27][C:26](B5OC(C)(C)C(C)(C)O5)=[CH:25][CH:24]=4)[CH2:22][CH2:21]3)=[N:18][N:19]=[C:12]2[CH2:11]1)([C:4]([CH3:7])([CH3:6])[CH3:5])([CH3:3])[CH3:2].Br[C:40]1[C:45]([CH3:46])=[CH:44][CH:43]=[CH:42][N:41]=1.C(=O)([O-])[O-].[K+].[K+], predict the reaction product. (2) The product is: [CH3:16][C:13]1([CH3:17])[O:12][C@H:11]([C@H:9]([O:8][C:6]2[N:5]=[C:4]([S:18][CH2:19][C:20]3[CH:25]=[CH:24][C:23]([F:26])=[CH:22][CH:21]=3)[N:3]=[C:2]([NH:35][S:32]([N:30]3[CH2:31][CH:28]([CH3:27])[CH2:29]3)(=[O:34])=[O:33])[CH:7]=2)[CH3:10])[CH2:15][O:14]1. Given the reactants Cl[C:2]1[CH:7]=[C:6]([O:8][C@@H:9]([C@@H:11]2[CH2:15][O:14][C:13]([CH3:17])([CH3:16])[O:12]2)[CH3:10])[N:5]=[C:4]([S:18][CH2:19][C:20]2[CH:25]=[CH:24][C:23]([F:26])=[CH:22][CH:21]=2)[N:3]=1.[CH3:27][CH:28]1[CH2:31][N:30]([S:32]([NH2:35])(=[O:34])=[O:33])[CH2:29]1.C(=O)([O-])[O-].[K+].[K+].C1(P(C2CCCCC2)C2C=CC=CC=2C2C(C(C)C)=CC(C(C)C)=CC=2C(C)C)CCCCC1, predict the reaction product. (3) Given the reactants [BH4-].[Na+].[CH3:3][C:4]1[C:9]([S:10][CH3:11])=[C:8]([C:12]([F:15])([F:14])[F:13])[CH:7]=[CH:6][C:5]=1[CH:16]=[N:17][C:18]1[C:22]([CH3:23])=[N:21][O:20][N:19]=1.O.C(OCC)(=O)C, predict the reaction product. The product is: [CH3:23][C:22]1[C:18]([NH:17][CH2:16][C:5]2[CH:6]=[CH:7][C:8]([C:12]([F:14])([F:13])[F:15])=[C:9]([S:10][CH3:11])[C:4]=2[CH3:3])=[N:19][O:20][N:21]=1. (4) The product is: [Cl:1][C:2]1[N:7]=[C:6]([CH2:8][OH:9])[CH:5]=[N:4][CH:3]=1. Given the reactants [Cl:1][C:2]1[N:7]=[C:6]([C:8](OC)=[O:9])[CH:5]=[N:4][CH:3]=1.[BH4-].[Na+].C([O-])([O-])=O.[K+].[K+].CCO, predict the reaction product. (5) Given the reactants Br[C:2]1[CH:3]=[C:4]([C:8]2([C:20]3[CH:25]=[CH:24][N:23]=[CH:22][CH:21]=3)[C:12]3=[N:13][CH2:14][C:15]([F:18])([F:17])[CH2:16][N:11]3[C:10]([NH2:19])=[N:9]2)[CH:5]=[CH:6][CH:7]=1.[F:26][C:27]1[C:32]([O:33][CH3:34])=[CH:31][CH:30]=[CH:29][C:28]=1B(O)O, predict the reaction product. The product is: [F:17][C:15]1([F:18])[CH2:16][N:11]2[C:10]([NH2:19])=[N:9][C:8]([C:4]3[CH:3]=[C:2]([C:28]4[CH:29]=[CH:30][CH:31]=[C:32]([O:33][CH3:34])[C:27]=4[F:26])[CH:7]=[CH:6][CH:5]=3)([C:20]3[CH:25]=[CH:24][N:23]=[CH:22][CH:21]=3)[C:12]2=[N:13][CH2:14]1.